Predict the product of the given reaction. From a dataset of Forward reaction prediction with 1.9M reactions from USPTO patents (1976-2016). (1) Given the reactants [Cl:1][C:2]1[CH:18]=[C:17]([CH2:19][O:20][CH3:21])[CH:16]=[C:15]([Cl:22])[C:3]=1[O:4][C:5]1[CH:6]=[CH:7][C:8]([O:13][CH3:14])=[C:9]([CH:12]=1)[CH:10]=[O:11].CC(=CC)C.Cl[O-:29].[Na+].Cl, predict the reaction product. The product is: [Cl:1][C:2]1[CH:18]=[C:17]([CH2:19][O:20][CH3:21])[CH:16]=[C:15]([Cl:22])[C:3]=1[O:4][C:5]1[CH:6]=[CH:7][C:8]([O:13][CH3:14])=[C:9]([CH:12]=1)[C:10]([OH:29])=[O:11]. (2) Given the reactants C([NH:8][C:9]1[C:10]([CH3:26])=[C:11]([CH3:25])[C:12]2[O:16][CH2:15][CH:14]([C:17]3[CH:22]=[CH:21][CH:20]=[CH:19][CH:18]=3)[C:13]=2[C:23]=1[CH3:24])C1C=CC=CC=1, predict the reaction product. The product is: [CH3:24][C:23]1[C:13]2[CH:14]([C:17]3[CH:22]=[CH:21][CH:20]=[CH:19][CH:18]=3)[CH2:15][O:16][C:12]=2[C:11]([CH3:25])=[C:10]([CH3:26])[C:9]=1[NH2:8].